Dataset: Peptide-MHC class I binding affinity with 185,985 pairs from IEDB/IMGT. Task: Regression. Given a peptide amino acid sequence and an MHC pseudo amino acid sequence, predict their binding affinity value. This is MHC class I binding data. The MHC is HLA-A24:02 with pseudo-sequence HLA-A24:02. The binding affinity (normalized) is 0.298. The peptide sequence is PYCNYTKFW.